This data is from Forward reaction prediction with 1.9M reactions from USPTO patents (1976-2016). The task is: Predict the product of the given reaction. (1) Given the reactants [C:1]([C:3](=[C:7](SC)SC)[C:4]([NH2:6])=[O:5])#[N:2].[NH2:12][C:13]1[CH:18]=[CH:17][C:16]([N:19]2[CH2:24][CH2:23][O:22][CH2:21][C:20]2=O)=[CH:15][CH:14]=1.[OH2:26].[NH2:27][NH2:28], predict the reaction product. The product is: [NH2:2][C:1]1[NH:28][N:27]=[C:7]([NH:12][C:13]2[CH:18]=[CH:17][C:16]([N:19]3[CH2:24][CH2:23][O:22][C:21](=[O:26])[CH2:20]3)=[CH:15][CH:14]=2)[C:3]=1[C:4]([NH2:6])=[O:5]. (2) Given the reactants [N:1]1[C:5]2[CH:6]=[CH:7][CH:8]=[CH:9][C:4]=2[NH:3][C:2]=1[C:10]1[CH:19]=[CH:18][C:13]([C:14](OC)=[O:15])=[CH:12][CH:11]=1.CC(C[AlH]CC(C)C)C, predict the reaction product. The product is: [N:1]1[C:5]2[CH:6]=[CH:7][CH:8]=[CH:9][C:4]=2[NH:3][C:2]=1[C:10]1[CH:19]=[CH:18][C:13]([CH2:14][OH:15])=[CH:12][CH:11]=1. (3) Given the reactants [Cl:1][C:2]1[CH:7]=[CH:6][N:5]=[C:4]2[N:8]([C:14]3[N:19]=[CH:18][CH:17]=[CH:16][N:15]=3)[CH:9]=[C:10]([C:11]([OH:13])=O)[C:3]=12.C(N(C(C)C)CC)(C)C.[N:29]1[CH:34]=[CH:33][CH:32]=[C:31]([C:35]2([CH2:41][NH2:42])[CH2:40][CH2:39][CH2:38][CH2:37][CH2:36]2)[CH:30]=1.F[P-](F)(F)(F)(F)F.N1(O[P+](N(C)C)(N(C)C)N(C)C)C2C=CC=CC=2N=N1, predict the reaction product. The product is: [Cl:1][C:2]1[CH:7]=[CH:6][N:5]=[C:4]2[N:8]([C:14]3[N:19]=[CH:18][CH:17]=[CH:16][N:15]=3)[CH:9]=[C:10]([C:11]([NH:42][CH2:41][C:35]3([C:31]4[CH:30]=[N:29][CH:34]=[CH:33][CH:32]=4)[CH2:36][CH2:37][CH2:38][CH2:39][CH2:40]3)=[O:13])[C:3]=12. (4) Given the reactants C[O:2][C:3](=[O:38])[C:4]1[C:9]([C:10]([F:13])([F:12])[F:11])=[CH:8][C:7]([O:14][C:15]2[CH:20]=[CH:19][C:18]([CH:21]([CH3:36])[C:22]([OH:35])([C:27]3[CH:32]=[CH:31][C:30](=[O:33])[N:29]([CH3:34])[CH:28]=3)[C:23]([F:26])([F:25])[F:24])=[C:17]([Cl:37])[CH:16]=2)=[N:6][CH:5]=1.[OH-].[Na+].Cl.CCOC(C)=O, predict the reaction product. The product is: [Cl:37][C:17]1[CH:16]=[C:15]([CH:20]=[CH:19][C:18]=1[CH:21]([CH3:36])[C:22]([OH:35])([C:27]1[CH:32]=[CH:31][C:30](=[O:33])[N:29]([CH3:34])[CH:28]=1)[C:23]([F:26])([F:24])[F:25])[O:14][C:7]1[CH:8]=[C:9]([C:10]([F:11])([F:12])[F:13])[C:4]([C:3]([OH:38])=[O:2])=[CH:5][N:6]=1. (5) Given the reactants [Cl:1][C:2]1[CH:7]=[CH:6][CH:5]=[CH:4][C:3]=1[CH:8]([O:10][C:11](=[O:34])[NH:12][C:13]1[C:14]([CH3:33])=[N:15][O:16][C:17]=1[C:18]1[CH:23]=[CH:22][CH:21]=[C:20](B2OC(C)(C)C(C)(C)O2)[CH:19]=1)[CH3:9].Br[C:36]1[N:41]=[C:40]([C:42]([O:44][CH2:45][CH3:46])=[O:43])[CH:39]=[CH:38][CH:37]=1, predict the reaction product. The product is: [CH2:45]([O:44][C:42]([C:40]1[CH:39]=[CH:38][CH:37]=[C:36]([C:20]2[CH:21]=[CH:22][CH:23]=[C:18]([C:17]3[O:16][N:15]=[C:14]([CH3:33])[C:13]=3[NH:12][C:11]([O:10][CH:8]([C:3]3[CH:4]=[CH:5][CH:6]=[CH:7][C:2]=3[Cl:1])[CH3:9])=[O:34])[CH:19]=2)[N:41]=1)=[O:43])[CH3:46]. (6) Given the reactants [Br:1][C:2]1[CH:3]=[CH:4][C:5]([O:13][CH3:14])=[C:6]2[C:11]=1[O:10][CH2:9][C@H:8]([NH2:12])[CH2:7]2.Br[CH2:16][CH2:17][CH2:18][CH2:19]Br.CCN(C(C)C)C(C)C.C(=O)([O-])O.[Na+], predict the reaction product. The product is: [Br:1][C:2]1[CH:3]=[CH:4][C:5]([O:13][CH3:14])=[C:6]2[C:11]=1[O:10][CH2:9][C@H:8]([N:12]1[CH2:19][CH2:18][CH2:17][CH2:16]1)[CH2:7]2.